Dataset: Reaction yield outcomes from USPTO patents with 853,638 reactions. Task: Predict the reaction yield, written as a fraction of the theoretical maximum amount of product (1.0 means a 100% yield; for example, 0.34 means a 34% yield). The reactants are [Br:1][C:2]1[CH:7]=[CH:6][C:5]([C:8](=[O:10])[CH3:9])=[CH:4][CH:3]=1.[Br:11]Br. The catalyst is C(O)(=O)C. The product is [Br:11][CH2:9][C:8]([C:5]1[CH:6]=[CH:7][C:2]([Br:1])=[CH:3][CH:4]=1)=[O:10]. The yield is 0.670.